Dataset: Full USPTO retrosynthesis dataset with 1.9M reactions from patents (1976-2016). Task: Predict the reactants needed to synthesize the given product. (1) Given the product [Cl:15][C:16]1[CH:17]=[C:18]([CH:19]=[CH:20][C:21]=1[F:22])[CH2:23][O:24][C:2]1[CH:3]=[C:4]2[N:11]([CH3:12])[C:10]([CH3:14])([CH3:13])[CH2:9][N:5]2[C:6](=[O:8])[N:7]=1, predict the reactants needed to synthesize it. The reactants are: Cl[C:2]1[CH:3]=[C:4]2[N:11]([CH3:12])[C:10]([CH3:14])([CH3:13])[CH2:9][N:5]2[C:6](=[O:8])[N:7]=1.[Cl:15][C:16]1[CH:17]=[C:18]([CH2:23][OH:24])[CH:19]=[CH:20][C:21]=1[F:22]. (2) Given the product [CH2:1]([N:8]([CH2:30][CH2:31][C:32]1[CH:37]=[CH:36][CH:35]=[CH:34][CH:33]=1)[C:9](=[O:29])[CH2:10][C:11]1[CH:12]=[CH:13][C:14]([CH2:15][O:16][C:17]2[CH:26]=[CH:25][CH:24]=[CH:23][C:18]=2[C:19]([OH:21])=[O:20])=[CH:27][CH:28]=1)[CH2:2][CH2:3][CH2:4][CH2:5][CH2:6][CH3:7], predict the reactants needed to synthesize it. The reactants are: [CH2:1]([N:8]([CH2:30][CH2:31][C:32]1[CH:37]=[CH:36][CH:35]=[CH:34][CH:33]=1)[C:9](=[O:29])[CH2:10][C:11]1[CH:28]=[CH:27][C:14]([CH2:15][O:16][C:17]2[CH:26]=[CH:25][CH:24]=[CH:23][C:18]=2[C:19]([O:21]C)=[O:20])=[CH:13][CH:12]=1)[CH2:2][CH2:3][CH2:4][CH2:5][CH2:6][CH3:7].[OH-].[K+]. (3) Given the product [F:19][C:5]1[C:6]([NH2:8])=[N:7][C:2]([NH2:23])=[N:3][CH:4]=1, predict the reactants needed to synthesize it. The reactants are: Cl[C:2]1[N:7]=[C:6]([NH:8]C2C=CC3OCCOC=3C=2)[C:5]([F:19])=[CH:4][N:3]=1.C([N:23](CC)C(C)C)(C)C.C(OC1C=CC(N)=CC=1)CCC. (4) Given the product [CH:28]1([C:27]2[C:15]([O:14][C@@H:10]3[CH2:11][CH2:12][CH2:13][NH:8][C@H:9]3[CH3:32])=[CH:16][C:17]([F:31])=[C:18]([CH:26]=2)[C:19]([O:21][C:22]([CH3:25])([CH3:24])[CH3:23])=[O:20])[CH2:30][CH2:29]1, predict the reactants needed to synthesize it. The reactants are: C([N:8]1[CH2:13][CH2:12][CH2:11][C@H:10]([O:14][C:15]2[C:27]([CH:28]3[CH2:30][CH2:29]3)=[CH:26][C:18]([C:19]([O:21][C:22]([CH3:25])([CH3:24])[CH3:23])=[O:20])=[C:17]([F:31])[CH:16]=2)[C@@H:9]1[CH3:32])C1C=CC=CC=1.C(N1CCC[C@@H](OC2C(C3CC3)=CC(C(OC(C)(C)C)=O)=C(F)C=2)[C@@H]1C)C1C=CC=CC=1. (5) The reactants are: [CH2:1]([C:3]1([C:12](Cl)=[O:13])[CH2:11][C:10]2[C:5](=[CH:6][CH:7]=[CH:8][CH:9]=2)[CH2:4]1)[CH3:2].S(=O)(=O)(O)O.[CH3:20]COCC. Given the product [CH2:1]([C:3]1([C:12](=[O:13])[CH3:20])[CH2:11][C:10]2[C:5](=[CH:6][CH:7]=[CH:8][CH:9]=2)[CH2:4]1)[CH3:2], predict the reactants needed to synthesize it. (6) The reactants are: [C:1]([O:5][C:6](=[O:14])[N:7]([CH2:9][CH2:10][CH2:11][CH2:12][NH2:13])[CH3:8])([CH3:4])([CH3:3])[CH3:2].[CH3:15][C:16]1[C:17]([CH:22]=O)=[N:18][CH:19]=[CH:20][CH:21]=1.[BH-](O[C:34]([CH3:36])=O)(OC(C)=O)OC(C)=O.[Na+]. Given the product [C:1]([O:5][C:6](=[O:14])[N:7]([CH2:9][CH2:10][CH2:11][CH2:12][N:13]([CH2:20][C:19]1[C:34]([CH3:36])=[CH:15][CH:16]=[CH:17][N:18]=1)[CH2:22][C:17]1[C:16]([CH3:15])=[CH:21][CH:20]=[CH:19][N:18]=1)[CH3:8])([CH3:4])([CH3:2])[CH3:3], predict the reactants needed to synthesize it.